Dataset: Full USPTO retrosynthesis dataset with 1.9M reactions from patents (1976-2016). Task: Predict the reactants needed to synthesize the given product. (1) Given the product [CH3:19][C:17]1[CH:16]=[CH:15][N:14]=[C:13]([O:12][CH2:11][C:10]2[CH:20]=[CH:21][C:7]([CH:2]=[O:1])=[CH:8][CH:9]=2)[CH:18]=1, predict the reactants needed to synthesize it. The reactants are: [O:1]1CCC[CH2:2]1.Br[C:7]1[CH:21]=[CH:20][C:10]([CH2:11][O:12][C:13]2[CH:18]=[C:17]([CH3:19])[CH:16]=[CH:15][N:14]=2)=[CH:9][CH:8]=1.C([Li])CCC.CN(C)C=O. (2) Given the product [Si:12]([O:19][CH2:20][C@H:21]1[O:25][C:24]([CH3:27])([CH3:26])[N:23]([C:28]([O:30][C:31]([CH3:32])([CH3:33])[CH3:34])=[O:29])[C@H:22]1[CH2:35][C:36]1[CH:41]=[C:40]([CH3:1])[N:39]=[C:38]([Cl:42])[CH:37]=1)([C:15]([CH3:16])([CH3:17])[CH3:18])([CH3:13])[CH3:14], predict the reactants needed to synthesize it. The reactants are: [CH3:1]N(C)CCO.[Li+].CCC[CH2-].[Si:12]([O:19][CH2:20][C@H:21]1[O:25][C:24]([CH3:27])([CH3:26])[N:23]([C:28]([O:30][C:31]([CH3:34])([CH3:33])[CH3:32])=[O:29])[C@H:22]1[CH2:35][C:36]1[CH:41]=[CH:40][N:39]=[C:38]([Cl:42])[CH:37]=1)([C:15]([CH3:18])([CH3:17])[CH3:16])([CH3:14])[CH3:13].CI. (3) Given the product [OH:16][C:15]1[C:14]2[C:9](=[CH:10][C:11]([O:17][C:18]3[CH:19]=[N:20][CH:21]=[CH:22][CH:23]=3)=[CH:12][CH:13]=2)[CH:8]=[N:7][C:6]=1[C:4]([NH:24][CH2:25][CH2:26][C:27]([OH:29])=[O:28])=[O:5], predict the reactants needed to synthesize it. The reactants are: C(O[C:4]([C:6]1[N:7]=[CH:8][C:9]2[C:14]([C:15]=1[OH:16])=[CH:13][CH:12]=[C:11]([O:17][C:18]1[CH:19]=[N:20][CH:21]=[CH:22][CH:23]=1)[CH:10]=2)=[O:5])C.[NH2:24][CH2:25][CH2:26][C:27]([OH:29])=[O:28].C[O-].[Na+]. (4) The reactants are: [Cl:1][C:2]1[C:7]([F:8])=[C:6]([NH2:9])[CH:5]=[CH:4][N:3]=1.[Cl:10][C:11]1[CH:19]=[CH:18][CH:17]=[C:16]([F:20])[C:12]=1[C:13](Cl)=[O:14].C(N(CC)CC)C. Given the product [Cl:10][C:11]1[CH:19]=[CH:18][CH:17]=[C:16]([F:20])[C:12]=1[C:13]([NH:9][C:6]1[CH:5]=[CH:4][N:3]=[C:2]([Cl:1])[C:7]=1[F:8])=[O:14], predict the reactants needed to synthesize it. (5) The reactants are: O[CH2:2][C:3]1[NH:12][C:11](=[O:13])[C:10]2[C:9]([C:14]([O:16][CH3:17])=[O:15])=[CH:8][CH:7]=[CH:6][C:5]=2[N:4]=1.[CH3:18][CH2:19][N:20](CC)[CH2:21][CH3:22].C1(C)C=CC(S(Cl)(=O)=O)=CC=1.N1CCCC1. Given the product [O:13]=[C:11]1[C:10]2[C:9]([C:14]([O:16][CH3:17])=[O:15])=[CH:8][CH:7]=[CH:6][C:5]=2[N:4]=[C:3]([CH2:2][N:20]2[CH2:21][CH2:22][CH2:18][CH2:19]2)[NH:12]1, predict the reactants needed to synthesize it. (6) Given the product [Cl:58][C:59]1[CH:66]=[CH:65][C:62]([CH2:63][NH:64][C:22]([C:21]2[CH:20]=[N:19][N:12]3[C@H:13]([C:15]([F:18])([F:17])[F:16])[CH2:14][C@H:9]([C:6]4[CH:5]=[CH:4][C:3]([CH2:1][CH3:2])=[CH:8][CH:7]=4)[NH:10][C:11]=23)=[O:24])=[CH:61][CH:60]=1, predict the reactants needed to synthesize it. The reactants are: [CH2:1]([C:3]1[CH:8]=[CH:7][C:6]([C@H:9]2[CH2:14][C@@H:13]([C:15]([F:18])([F:17])[F:16])[N:12]3[N:19]=[CH:20][C:21]([C:22]([OH:24])=O)=[C:11]3[NH:10]2)=[CH:5][CH:4]=1)[CH3:2].CN(C(ON1N=NC2C=CC=NC1=2)=[N+](C)C)C.F[P-](F)(F)(F)(F)F.C(N(CC)C(C)C)(C)C.[Cl:58][C:59]1[CH:66]=[CH:65][C:62]([CH2:63][NH2:64])=[CH:61][CH:60]=1. (7) Given the product [C:12]([C:6]1[CH:7]=[N:8][C:9]2[C:4]([C:5]=1[NH:16][C@H:17]1[CH2:22][CH2:21][C@H:20]([NH:23][C:24](=[O:30])[O:25][C:26]([CH3:28])([CH3:27])[CH3:29])[CH2:19][CH2:18]1)=[CH:3][C:2]([Br:1])=[CH:11][CH:10]=2)(=[O:14])[CH3:13], predict the reactants needed to synthesize it. The reactants are: [Br:1][C:2]1[CH:3]=[C:4]2[C:9](=[CH:10][CH:11]=1)[N:8]=[CH:7][C:6]([C:12](=[O:14])[CH3:13])=[C:5]2Cl.[NH2:16][C@H:17]1[CH2:22][CH2:21][C@H:20]([NH:23][C:24](=[O:30])[O:25][C:26]([CH3:29])([CH3:28])[CH3:27])[CH2:19][CH2:18]1. (8) Given the product [CH2:28]([N:4]1[CH2:3][C:2]([F:1])([F:20])[O:19][C:6]2([CH2:7][CH2:8][N:9]([C:12]([O:14][C:15]([CH3:16])([CH3:17])[CH3:18])=[O:13])[CH2:10][CH2:11]2)[CH2:5]1)[C:29]#[C:30][CH3:31], predict the reactants needed to synthesize it. The reactants are: [F:1][C:2]1([F:20])[O:19][C:6]2([CH2:11][CH2:10][N:9]([C:12]([O:14][C:15]([CH3:18])([CH3:17])[CH3:16])=[O:13])[CH2:8][CH2:7]2)[CH2:5][NH:4][CH2:3]1.C([O-])([O-])=O.[K+].[K+].Br[CH2:28][C:29]#[C:30][CH3:31]. (9) Given the product [CH3:15][S:16]([C:2]1[CH:3]=[C:4]([CH:12]=[CH:13][CH:14]=1)[C:5]([O:7][C:8]([CH3:11])([CH3:10])[CH3:9])=[O:6])(=[O:18])=[O:17], predict the reactants needed to synthesize it. The reactants are: Br[C:2]1[CH:3]=[C:4]([CH:12]=[CH:13][CH:14]=1)[C:5]([O:7][C:8]([CH3:11])([CH3:10])[CH3:9])=[O:6].[CH3:15][S:16]([O-:18])=[O:17].[Na+].N1CCC[C@H]1C(O)=O.[OH-].[Na+]. (10) The reactants are: Br[C:2]1[CH:3]=[C:4]2[C:8](=[CH:9][CH:10]=1)[N:7]([CH3:11])[N:6]=[CH:5]2.C([Li])CCC.[C:17](OCC)(=[O:23])[C:18]([O:20][CH2:21][CH3:22])=[O:19]. Given the product [CH3:11][N:7]1[C:8]2[C:4](=[CH:3][C:2]([C:17](=[O:23])[C:18]([O:20][CH2:21][CH3:22])=[O:19])=[CH:10][CH:9]=2)[CH:5]=[N:6]1, predict the reactants needed to synthesize it.